This data is from Forward reaction prediction with 1.9M reactions from USPTO patents (1976-2016). The task is: Predict the product of the given reaction. (1) Given the reactants P(O[CH2:10][CH3:11])(OCC)(OCC)=O.O=P12OP3(OP(OP(O3)(O1)=O)(=O)O2)=O.[F:26][C:27]([F:39])([F:38])[C:28]1[CH:29]=[C:30]([NH:34][C:35]([NH2:37])=[S:36])[CH:31]=[CH:32][CH:33]=1.[C:40]([C:42]1[CH:49]=[CH:48][C:45]([CH:46]=O)=[CH:44][CH:43]=1)#[N:41].[C:50]([NH2:53])(=O)[CH3:51], predict the reaction product. The product is: [C:40]([C:42]1[CH:49]=[CH:48][C:45]([CH:46]2[C:51]([C:50]#[N:53])=[C:10]([CH3:11])[N:34]([C:30]3[CH:31]=[CH:32][CH:33]=[C:28]([C:27]([F:26])([F:38])[F:39])[CH:29]=3)[C:35](=[S:36])[NH:37]2)=[CH:44][CH:43]=1)#[N:41]. (2) The product is: [O:5]1[CH2:4][CH:3]1[CH2:1][O:20][C:17]1[CH:18]=[CH:19][C:14]([C:12]#[N:13])=[CH:15][CH:16]=1. Given the reactants [CH2:1]([CH:3]1[O:5][CH2:4]1)Cl.C([O-])([O-])=O.[K+].[K+].[C:12]([C:14]1[CH:19]=[CH:18][C:17]([OH:20])=[CH:16][CH:15]=1)#[N:13], predict the reaction product. (3) The product is: [ClH:26].[CH3:1][O:2][C:3](=[O:22])[C@H:4]([CH2:13][C:14]1[CH:19]=[CH:18][CH:17]=[C:16]([C:20]#[N:21])[CH:15]=1)[NH2:5]. Given the reactants [CH3:1][O:2][C:3](=[O:22])[C@H:4]([CH2:13][C:14]1[CH:19]=[CH:18][CH:17]=[C:16]([C:20]#[N:21])[CH:15]=1)[NH:5]C(OC(C)(C)C)=O.C([Cl:26])(=O)C, predict the reaction product. (4) Given the reactants [N+:1]([C:4]1[CH:5]=[C:6]2[C:10](=[CH:11][CH:12]=1)[NH:9][N:8]=[CH:7]2)([O-:3])=[O:2].Cl.[N:14]1[CH:19]=[CH:18][CH:17]=[CH:16][C:15]=1[CH2:20]Cl.C(=O)([O-])[O-].[K+].[K+], predict the reaction product. The product is: [N+:1]([C:4]1[CH:5]=[C:6]2[C:10](=[CH:11][CH:12]=1)[N:9]([CH2:20][C:15]1[CH:16]=[CH:17][CH:18]=[CH:19][N:14]=1)[N:8]=[CH:7]2)([O-:3])=[O:2]. (5) Given the reactants [CH2:1]([O:8][C:9]([N:11]1[CH2:15][C@H:14]([S:16]C(C2C=CC=CC=2)(C2C=CC=CC=2)C2C=CC=CC=2)[CH2:13][C@H:12]1[CH2:36][NH2:37])=[O:10])[C:2]1[CH:7]=[CH:6][CH:5]=[CH:4][CH:3]=1.[F:38][C:39]1[CH:46]=[CH:45][C:44]([F:47])=[CH:43][C:40]=1[CH:41]=O, predict the reaction product. The product is: [CH2:1]([O:8][C:9]([N:11]1[CH2:15][C@H:14]([SH:16])[CH2:13][C@H:12]1[CH2:36][NH:37][CH2:41][C:40]1[CH:43]=[C:44]([F:47])[CH:45]=[CH:46][C:39]=1[F:38])=[O:10])[C:2]1[CH:3]=[CH:4][CH:5]=[CH:6][CH:7]=1. (6) Given the reactants [N+:1]([C:4]1[CH:5]=[C:6]([CH:10]=[C:11]([C:13]([F:16])([F:15])[F:14])[CH:12]=1)[C:7]([OH:9])=O)([O-:3])=[O:2].S(Cl)(Cl)=O.[O:21]1[CH2:26][CH2:25][N:24]([CH2:27][CH2:28][NH2:29])[CH2:23][CH2:22]1.C(N(CC)CC)C, predict the reaction product. The product is: [O:21]1[CH2:26][CH2:25][N:24]([CH2:27][CH2:28][NH:29][C:7](=[O:9])[C:6]2[CH:10]=[C:11]([C:13]([F:16])([F:15])[F:14])[CH:12]=[C:4]([N+:1]([O-:3])=[O:2])[CH:5]=2)[CH2:23][CH2:22]1. (7) Given the reactants [C:1]([CH2:3][CH:4]([OH:16])[CH2:5][C:6](=[O:15])[CH2:7][C:8]([O:10][C:11]([CH3:14])([CH3:13])[CH3:12])=[O:9])#[N:2].C(O)(=O)C.[BH4-].[Na+].[OH-].[Na+], predict the reaction product. The product is: [C:1]([CH2:3][CH:4]([OH:16])[CH2:5][CH:6]([OH:15])[CH2:7][C:8]([O:10][C:11]([CH3:12])([CH3:14])[CH3:13])=[O:9])#[N:2]. (8) Given the reactants [NH2:1][C:2]1[C:10]2[C:9]([C:11]3[CH:16]=[CH:15][C:14]([Cl:17])=[C:13]([Cl:18])[CH:12]=3)=[N:8][C:7](S(C)=O)=[N:6][C:5]=2[S:4][C:3]=1[C:22]([NH2:24])=[O:23].[NH:25]1[CH2:29][CH2:28][CH2:27][CH2:26]1.C1COCC1, predict the reaction product. The product is: [NH2:1][C:2]1[C:10]2[C:9]([C:11]3[CH:16]=[CH:15][C:14]([Cl:17])=[C:13]([Cl:18])[CH:12]=3)=[N:8][C:7]([N:25]3[CH2:29][CH2:28][CH2:27][CH2:26]3)=[N:6][C:5]=2[S:4][C:3]=1[C:22]([NH2:24])=[O:23]. (9) Given the reactants C(OC(=O)[NH:7][CH:8]1[CH2:13][CH2:12][CH:11]([NH:14][C:15]2[C:16]3[N:17]([C:21]([C:24]4[CH:29]=[CH:28][CH:27]=[C:26]([NH:30][CH2:31][C:32]5[CH:37]=[CH:36][C:35]([Cl:38])=[CH:34][CH:33]=5)[N:25]=4)=[CH:22][N:23]=3)[CH:18]=[CH:19][N:20]=2)[CH2:10][CH2:9]1)(C)(C)C, predict the reaction product. The product is: [Cl:38][C:35]1[CH:36]=[CH:37][C:32]([CH2:31][NH:30][C:26]2[N:25]=[C:24]([C:21]3[N:17]4[CH:18]=[CH:19][N:20]=[C:15]([NH:14][CH:11]5[CH2:10][CH2:9][CH:8]([NH2:7])[CH2:13][CH2:12]5)[C:16]4=[N:23][CH:22]=3)[CH:29]=[CH:28][CH:27]=2)=[CH:33][CH:34]=1.